Dataset: Reaction yield outcomes from USPTO patents with 853,638 reactions. Task: Predict the reaction yield, written as a fraction of the theoretical maximum amount of product (1.0 means a 100% yield; for example, 0.34 means a 34% yield). The reactants are [S:1]([N:11]1[C:19]2[CH:18]=[CH:17][N:16]=[C:15]([C:20](=[N:22]O)[CH3:21])[C:14]=2[CH:13]=[CH:12]1)([C:4]1[CH:10]=[CH:9][C:7]([CH3:8])=[CH:6][CH:5]=1)(=[O:3])=[O:2].[NH4+].[Cl-]. The catalyst is CO.CC(O)=O.[Zn]. The product is [S:1]([N:11]1[C:19]2[CH:18]=[CH:17][N:16]=[C:15]([CH:20]([NH2:22])[CH3:21])[C:14]=2[CH:13]=[CH:12]1)([C:4]1[CH:5]=[CH:6][C:7]([CH3:8])=[CH:9][CH:10]=1)(=[O:3])=[O:2]. The yield is 0.874.